This data is from Full USPTO retrosynthesis dataset with 1.9M reactions from patents (1976-2016). The task is: Predict the reactants needed to synthesize the given product. (1) Given the product [Cl:20][C:21]1[C:22]([CH3:31])=[C:23]([S:27]([NH:1][C:2]2[S:3][C:4]([C:8]([O:10][CH2:11][CH3:12])=[O:9])=[C:5]([CH3:7])[N:6]=2)(=[O:29])=[O:28])[CH:24]=[CH:25][CH:26]=1, predict the reactants needed to synthesize it. The reactants are: [NH2:1][C:2]1[S:3][C:4]([C:8]([O:10][CH2:11][CH3:12])=[O:9])=[C:5]([CH3:7])[N:6]=1.CCN(CC)CC.[Cl:20][C:21]1[C:22]([CH3:31])=[C:23]([S:27](Cl)(=[O:29])=[O:28])[CH:24]=[CH:25][CH:26]=1. (2) The reactants are: [CH3:1][N:2]([CH2:4][C:5](Cl)=[O:6])[CH3:3].C(OC(=O)[NH:14][C:15]1[CH:20]=[CH:19][CH:18]=[C:17]([CH:21]2[CH2:26][CH2:25][NH:24][CH2:23][CH2:22]2)[CH:16]=1)(C)(C)C.C(N(CC)CC)C.C(O)(C(F)(F)F)=O. Given the product [NH2:14][C:15]1[CH:16]=[C:17]([CH:21]2[CH2:26][CH2:25][N:24]([C:5](=[O:6])[CH2:4][N:2]([CH3:3])[CH3:1])[CH2:23][CH2:22]2)[CH:18]=[CH:19][CH:20]=1, predict the reactants needed to synthesize it. (3) Given the product [C:1]1([C:7]2([CH2:13][OH:14])[CH2:12][CH2:11][CH2:10][CH2:9][CH2:8]2)[CH:6]=[CH:5][CH:4]=[CH:3][CH:2]=1, predict the reactants needed to synthesize it. The reactants are: [C:1]1([C:7]2([CH:13]=[O:14])[CH2:12][CH2:11][CH2:10][CH2:9][CH2:8]2)[CH:6]=[CH:5][CH:4]=[CH:3][CH:2]=1.[BH4-].[Na+].